Task: Regression. Given two drug SMILES strings and cell line genomic features, predict the synergy score measuring deviation from expected non-interaction effect.. Dataset: NCI-60 drug combinations with 297,098 pairs across 59 cell lines (1) Drug 1: C1=CC(=C2C(=C1NCCNCCO)C(=O)C3=C(C=CC(=C3C2=O)O)O)NCCNCCO. Drug 2: CC(C)NC(=O)C1=CC=C(C=C1)CNNC.Cl. Cell line: OVCAR-4. Synergy scores: CSS=27.4, Synergy_ZIP=-5.53, Synergy_Bliss=2.37, Synergy_Loewe=-38.7, Synergy_HSA=2.94. (2) Drug 1: CC(C)CN1C=NC2=C1C3=CC=CC=C3N=C2N. Drug 2: CC1CCCC2(C(O2)CC(NC(=O)CC(C(C(=O)C(C1O)C)(C)C)O)C(=CC3=CSC(=N3)C)C)C. Cell line: LOX IMVI. Synergy scores: CSS=41.4, Synergy_ZIP=0.110, Synergy_Bliss=-3.65, Synergy_Loewe=-10.9, Synergy_HSA=-1.99. (3) Drug 1: C1CN1C2=NC(=NC(=N2)N3CC3)N4CC4. Drug 2: COC1=CC(=CC(=C1O)OC)C2C3C(COC3=O)C(C4=CC5=C(C=C24)OCO5)OC6C(C(C7C(O6)COC(O7)C8=CC=CS8)O)O. Cell line: RPMI-8226. Synergy scores: CSS=81.9, Synergy_ZIP=-5.01, Synergy_Bliss=-4.67, Synergy_Loewe=-1.48, Synergy_HSA=0.931.